Task: Regression/Classification. Given a drug SMILES string, predict its toxicity properties. Task type varies by dataset: regression for continuous values (e.g., LD50, hERG inhibition percentage) or binary classification for toxic/non-toxic outcomes (e.g., AMES mutagenicity, cardiotoxicity, hepatotoxicity). Dataset: ld50_zhu.. Dataset: Acute oral toxicity (LD50) regression data from Zhu et al. (1) The compound is O=C(O)c1nn(Cc2ccc(Cl)cc2Cl)c2ccccc12. The rat oral LD50 is 2.28, given as -log10 of the dose in mol/kg body weight (higher means more acutely toxic). (2) The compound is COc1cc2c(cc1OC)C1C(=O)c3ccc4c(c3OC1CO2)CC(C(C)C)O4. The rat oral LD50 is 2.20, given as -log10 of the dose in mol/kg body weight (higher means more acutely toxic).